Dataset: Catalyst prediction with 721,799 reactions and 888 catalyst types from USPTO. Task: Predict which catalyst facilitates the given reaction. (1) Reactant: [C:1]1([N:7]2[C:12](=[O:13])[C:11]3[S:14][CH:15]=[C:16]([C:17]4[CH:22]=[CH:21][CH:20]=[CH:19][CH:18]=4)[C:10]=3[N:9]=[CH:8]2)[CH:6]=[CH:5][CH:4]=[CH:3][CH:2]=1.NC1C(C2C=CC=C([F:35])C=2)=CSC=1C(OC)=O.C([O:47][CH2:48]C)(OCC)OCC.COC1C=CC(N)=CC=1. Product: [F:35][C:21]1[CH:22]=[C:17]([C:16]2[C:10]3[N:9]=[CH:8][N:7]([C:1]4[CH:6]=[CH:5][C:4]([O:47][CH3:48])=[CH:3][CH:2]=4)[C:12](=[O:13])[C:11]=3[S:14][CH:15]=2)[CH:18]=[CH:19][CH:20]=1. The catalyst class is: 15. (2) The catalyst class is: 774. Reactant: [CH2:1]([O:3][C:4](=[O:21])[CH2:5][C@H:6]([NH2:20])[CH2:7][C:8]1[CH:13]=[CH:12][C:11]([C:14]2[CH:19]=[CH:18][CH:17]=[CH:16][CH:15]=2)=[CH:10][CH:9]=1)[CH3:2].ClC([O:25][C:26]1C=CC=CC=1)=O.[N:32]1C=CC=CC=1.[OH-].[NH4+]. Product: [CH2:1]([O:3][C:4](=[O:21])[CH2:5][C@H:6]([NH:20][C:26]([NH2:32])=[O:25])[CH2:7][C:8]1[CH:9]=[CH:10][C:11]([C:14]2[CH:15]=[CH:16][CH:17]=[CH:18][CH:19]=2)=[CH:12][CH:13]=1)[CH3:2]. (3) Reactant: CON(C)[C:4](=[O:38])[C:5]1[CH:10]=[CH:9][C:8]([C:11]2[N:15]3[N:16]=[CH:17][CH:18]=[C:19]([N:20]4[CH2:25][CH2:24][O:23][CH2:22][CH2:21]4)[C:14]3=[N:13][C:12]=2[C:26]#[C:27][C:28]2[CH:37]=[CH:36][C:35]3[C:30](=[CH:31][CH:32]=[CH:33][CH:34]=3)[N:29]=2)=[CH:7][CH:6]=1.[CH3:40][Mg]Br. Product: [O:23]1[CH2:22][CH2:21][N:20]([C:19]2[C:14]3[N:15]([C:11]([C:8]4[CH:7]=[CH:6][C:5]([C:4](=[O:38])[CH3:40])=[CH:10][CH:9]=4)=[C:12]([C:26]#[C:27][C:28]4[CH:37]=[CH:36][C:35]5[C:30](=[CH:31][CH:32]=[CH:33][CH:34]=5)[N:29]=4)[N:13]=3)[N:16]=[CH:17][CH:18]=2)[CH2:25][CH2:24]1. The catalyst class is: 1. (4) Reactant: [C:9](O[C:9]([O:11][C:12]([CH3:15])([CH3:14])[CH3:13])=[O:10])([O:11][C:12]([CH3:15])([CH3:14])[CH3:13])=[O:10].[CH3:16][O:17][C:18]1[CH:19]=[C:20]([CH2:26][CH2:27][NH2:28])[CH:21]=[CH:22][C:23]=1[O:24][CH3:25]. Product: [CH3:16][O:17][C:18]1[CH:19]=[C:20]([CH2:26][CH2:27][NH:28][C:9](=[O:10])[O:11][C:12]([CH3:13])([CH3:14])[CH3:15])[CH:21]=[CH:22][C:23]=1[O:24][CH3:25]. The catalyst class is: 4.